From a dataset of NCI-60 drug combinations with 297,098 pairs across 59 cell lines. Regression. Given two drug SMILES strings and cell line genomic features, predict the synergy score measuring deviation from expected non-interaction effect. (1) Drug 1: C1CN(P(=O)(OC1)NCCCl)CCCl. Drug 2: CC1C(C(CC(O1)OC2CC(CC3=C2C(=C4C(=C3O)C(=O)C5=CC=CC=C5C4=O)O)(C(=O)C)O)N)O. Cell line: SNB-19. Synergy scores: CSS=35.0, Synergy_ZIP=-3.71, Synergy_Bliss=-4.34, Synergy_Loewe=-5.83, Synergy_HSA=-0.474. (2) Drug 1: CCC1(CC2CC(C3=C(CCN(C2)C1)C4=CC=CC=C4N3)(C5=C(C=C6C(=C5)C78CCN9C7C(C=CC9)(C(C(C8N6C)(C(=O)OC)O)OC(=O)C)CC)OC)C(=O)OC)O.OS(=O)(=O)O. Drug 2: CC12CCC3C(C1CCC2O)C(CC4=C3C=CC(=C4)O)CCCCCCCCCS(=O)CCCC(C(F)(F)F)(F)F. Cell line: ACHN. Synergy scores: CSS=3.53, Synergy_ZIP=0.207, Synergy_Bliss=3.74, Synergy_Loewe=-0.0401, Synergy_HSA=0.995. (3) Drug 1: CC1=C(C(=CC=C1)Cl)NC(=O)C2=CN=C(S2)NC3=CC(=NC(=N3)C)N4CCN(CC4)CCO. Drug 2: CC1CCC2CC(C(=CC=CC=CC(CC(C(=O)C(C(C(=CC(C(=O)CC(OC(=O)C3CCCCN3C(=O)C(=O)C1(O2)O)C(C)CC4CCC(C(C4)OC)OCCO)C)C)O)OC)C)C)C)OC. Cell line: SNB-19. Synergy scores: CSS=1.26, Synergy_ZIP=1.56, Synergy_Bliss=8.00, Synergy_Loewe=0.143, Synergy_HSA=2.21. (4) Drug 1: CCN(CC)CCNC(=O)C1=C(NC(=C1C)C=C2C3=C(C=CC(=C3)F)NC2=O)C. Drug 2: CC1=C(C(=O)C2=C(C1=O)N3CC4C(C3(C2COC(=O)N)OC)N4)N. Cell line: U251. Synergy scores: CSS=30.3, Synergy_ZIP=2.95, Synergy_Bliss=0.539, Synergy_Loewe=-27.0, Synergy_HSA=-4.12. (5) Drug 1: C1CCC(C1)C(CC#N)N2C=C(C=N2)C3=C4C=CNC4=NC=N3. Drug 2: C1=C(C(=O)NC(=O)N1)N(CCCl)CCCl. Cell line: RPMI-8226. Synergy scores: CSS=35.4, Synergy_ZIP=8.08, Synergy_Bliss=10.7, Synergy_Loewe=-0.598, Synergy_HSA=6.45. (6) Drug 1: C1=CC(=CC=C1CC(C(=O)O)N)N(CCCl)CCCl.Cl. Drug 2: CCC1=C2CN3C(=CC4=C(C3=O)COC(=O)C4(CC)O)C2=NC5=C1C=C(C=C5)O. Cell line: PC-3. Synergy scores: CSS=15.0, Synergy_ZIP=-6.47, Synergy_Bliss=-2.70, Synergy_Loewe=-8.28, Synergy_HSA=-1.35. (7) Drug 1: CC1=C2C(C(=O)C3(C(CC4C(C3C(C(C2(C)C)(CC1OC(=O)C(C(C5=CC=CC=C5)NC(=O)OC(C)(C)C)O)O)OC(=O)C6=CC=CC=C6)(CO4)OC(=O)C)OC)C)OC. Drug 2: CC(C1=C(C=CC(=C1Cl)F)Cl)OC2=C(N=CC(=C2)C3=CN(N=C3)C4CCNCC4)N. Cell line: NCI-H460. Synergy scores: CSS=37.1, Synergy_ZIP=-4.97, Synergy_Bliss=-7.86, Synergy_Loewe=-21.1, Synergy_HSA=-7.03.